This data is from Full USPTO retrosynthesis dataset with 1.9M reactions from patents (1976-2016). The task is: Predict the reactants needed to synthesize the given product. Given the product [NH2:27][C:28]1[CH:33]=[CH:32][C:31]([CH3:37])=[C:30]([C:2]2[CH:3]=[C:4]3[C:9](=[CH:10][N:11]=2)[CH2:8][N:7]([C:12]2[C:13]([F:23])=[C:14]([O:21][CH3:22])[CH:15]=[C:16]([O:19][CH3:20])[C:17]=2[F:18])[C:6](=[O:24])[C:5]23[CH2:26][CH2:25]2)[CH:29]=1, predict the reactants needed to synthesize it. The reactants are: Cl[C:2]1[CH:3]=[C:4]2[C:9](=[CH:10][N:11]=1)[CH2:8][N:7]([C:12]1[C:17]([F:18])=[C:16]([O:19][CH3:20])[CH:15]=[C:14]([O:21][CH3:22])[C:13]=1[F:23])[C:6](=[O:24])[C:5]12[CH2:26][CH2:25]1.[NH2:27][C:28]1[CH:29]=[CH:30][C:31]([CH3:37])=[C:32](B(O)O)[CH:33]=1.C(=O)([O-])[O-].[Na+].[Na+].O.